Dataset: Forward reaction prediction with 1.9M reactions from USPTO patents (1976-2016). Task: Predict the product of the given reaction. Given the reactants [C:1]([O:5][C:6]([NH:8][CH2:9][C:10]1[CH:15]=[CH:14][C:13]([CH2:16][NH:17][C:18]([N:20]2[CH2:25][CH2:24][N:23]([C:26](=[O:39])[CH2:27][NH:28]C(=O)OCC3C=CC=CC=3)[CH2:22][CH2:21]2)=[O:19])=[CH:12][CH:11]=1)=[O:7])([CH3:4])([CH3:3])[CH3:2], predict the reaction product. The product is: [NH2:28][CH2:27][C:26]([N:23]1[CH2:22][CH2:21][N:20]([C:18]([NH:17][CH2:16][C:13]2[CH:14]=[CH:15][C:10]([CH2:9][NH:8][C:6](=[O:7])[O:5][C:1]([CH3:4])([CH3:2])[CH3:3])=[CH:11][CH:12]=2)=[O:19])[CH2:25][CH2:24]1)=[O:39].